This data is from Catalyst prediction with 721,799 reactions and 888 catalyst types from USPTO. The task is: Predict which catalyst facilitates the given reaction. (1) Reactant: [CH3:1][CH:2]1[NH:6][CH2:5][C:4]2([CH2:11][CH2:10][N:9]([CH3:12])[CH2:8][CH2:7]2)[S:3]1.C1(N=C=NC2CCCCC2)CCCCC1.[C:28](O)(=[O:31])[CH2:29][CH3:30]. Product: [CH3:1][CH:2]1[N:6]([C:28](=[O:31])[CH2:29][CH3:30])[CH2:5][C:4]2([CH2:11][CH2:10][N:9]([CH3:12])[CH2:8][CH2:7]2)[S:3]1. The catalyst class is: 4. (2) Product: [F:17][C:3]1[C:2](=[N:19][NH2:20])[N:7]=[C:6]([S:8][CH3:9])[NH:5][C:4]=1[NH:10][CH2:11][C:12]1[S:13][CH:14]=[CH:15][N:16]=1. Reactant: Cl[C:2]1[N:7]=[C:6]([S:8][CH3:9])[N:5]=[C:4]([NH:10][CH2:11][C:12]2[S:13][CH:14]=[CH:15][N:16]=2)[C:3]=1[F:17].O.[NH2:19][NH2:20]. The catalyst class is: 16. (3) Reactant: CN1[CH2:7][CH2:6][N:5]([C:8]2[CH:13]=[CH:12][C:11]([NH:14][C:15]3[C:16]4[N:17]([N:29]=[CH:30][N:31]=4)[C:18]([C:21]4[CH:22]=[C:23]([C:26]([NH2:28])=[O:27])[S:24][CH:25]=4)=[CH:19][N:20]=3)=[CH:10][CH:9]=2)[CH2:4][CH2:3]1.BrC1N2N=CN=C2C(NC2C=CC(N3CC[O:52]CC3)=CC=2)=NC=1.CC1(C)C(C)(C)OB(C2C=C(C(N)=O)SC=2)O1.C([O-])([O-])=O.[Na+].[Na+]. Product: [N:5]1([C:8]2[CH:9]=[CH:10][C:11]([NH:14][C:15]3[C:16]4[N:17]([N:29]=[CH:30][N:31]=4)[C:18]([C:21]4[CH:22]=[C:23]([C:26]([NH2:28])=[O:27])[S:24][CH:25]=4)=[CH:19][N:20]=3)=[CH:12][CH:13]=2)[CH2:6][CH2:7][O:52][CH2:3][CH2:4]1. The catalyst class is: 77. (4) Reactant: [F:1][C:2]1[CH:3]=[CH:4][C:5]([O:8][CH:9]([CH3:20])[C:10]([O:12][CH2:13][C:14]2[CH:19]=[CH:18][CH:17]=[CH:16][CH:15]=2)=[O:11])=[N:6][CH:7]=1.CI.[CH3:23][Si](C)(C)[N-][Si](C)(C)C.[K+]. Product: [F:1][C:2]1[CH:3]=[CH:4][C:5]([O:8][C:9]([CH3:23])([CH3:20])[C:10]([O:12][CH2:13][C:14]2[CH:15]=[CH:16][CH:17]=[CH:18][CH:19]=2)=[O:11])=[N:6][CH:7]=1. The catalyst class is: 1. (5) Reactant: [N+:1]([C:4]1[CH:9]=[CH:8][C:7]([C:10]2[CH2:11][CH2:12][N:13]([C:16]([O:18][C:19]([CH3:22])([CH3:21])[CH3:20])=[O:17])[CH2:14][CH:15]=2)=[CH:6][C:5]=1[O:23][CH:24]([CH3:26])[CH3:25])([O-])=O. Product: [NH2:1][C:4]1[CH:9]=[CH:8][C:7]([CH:10]2[CH2:11][CH2:12][N:13]([C:16]([O:18][C:19]([CH3:20])([CH3:21])[CH3:22])=[O:17])[CH2:14][CH2:15]2)=[CH:6][C:5]=1[O:23][CH:24]([CH3:26])[CH3:25]. The catalyst class is: 19.